Dataset: Forward reaction prediction with 1.9M reactions from USPTO patents (1976-2016). Task: Predict the product of the given reaction. Given the reactants [NH:1]1[C:9]2[C:4](=[CH:5][CH:6]=[CH:7][CH:8]=2)[C:3]([CH2:10][C@@H:11]2[NH:16][C:15]([C:17]3[CH:22]=[CH:21][C:20]([O:23][CH3:24])=[CH:19][C:18]=3[O:25][CH3:26])=[CH:14][S:13][C:12]2=[O:27])=[CH:2]1.N1C2C(=CC=CC=2)C(C[C@@H]2N=C(C3C=CC(OC)=CC=3OC)CSC2=O)=C1.C([BH3-])#N.[Na+].C(O)(=O)C, predict the reaction product. The product is: [NH:1]1[C:9]2[C:4](=[CH:5][CH:6]=[CH:7][CH:8]=2)[C:3]([CH2:10][C@H:11]2[C:12](=[O:27])[S:13][CH2:14][CH:15]([C:17]3[CH:22]=[CH:21][C:20]([O:23][CH3:24])=[CH:19][C:18]=3[O:25][CH3:26])[NH:16]2)=[CH:2]1.